Dataset: Forward reaction prediction with 1.9M reactions from USPTO patents (1976-2016). Task: Predict the product of the given reaction. (1) Given the reactants [Cl:1][C:2]1[CH:7]=[CH:6][C:5]([CH:8]2[CH:12]([C:13]3[CH:18]=[CH:17][C:16]([Cl:19])=[CH:15][CH:14]=3)[N:11]([C:20]([N:22]3[CH2:27][CH2:26][NH:25][CH2:24][CH2:23]3)=[O:21])[C:10]([C:28]3[CH:33]=[CH:32][C:31]([O:34][CH3:35])=[CH:30][C:29]=3[O:36][CH:37]([CH3:39])[CH3:38])=[N:9]2)=[CH:4][CH:3]=1.[CH2:40]1[O:43][CH:41]1[CH3:42], predict the reaction product. The product is: [Cl:1][C:2]1[CH:7]=[CH:6][C:5]([CH:8]2[CH:12]([C:13]3[CH:18]=[CH:17][C:16]([Cl:19])=[CH:15][CH:14]=3)[N:11]([C:20]([N:22]3[CH2:23][CH2:24][N:25]([CH2:40][CH:41]([OH:43])[CH3:42])[CH2:26][CH2:27]3)=[O:21])[C:10]([C:28]3[CH:33]=[CH:32][C:31]([O:34][CH3:35])=[CH:30][C:29]=3[O:36][CH:37]([CH3:39])[CH3:38])=[N:9]2)=[CH:4][CH:3]=1. (2) Given the reactants C([Li])(C)(C)C.I[C:7]1[CH:12]=[CH:11][N:10]=[CH:9][CH:8]=1.[Br:13][C:14]1[CH:15]=[C:16](/[C:20](/[C:28]2[C:29]([C:34]#[N:35])=[N:30][CH:31]=[CH:32][CH:33]=2)=[N:21]\S(C(C)(C)C)=O)[CH:17]=[CH:18][CH:19]=1, predict the reaction product. The product is: [Br:13][C:14]1[CH:15]=[C:16]([C:20]2([C:7]3[CH:12]=[CH:11][N:10]=[CH:9][CH:8]=3)[C:28]3[C:29](=[N:30][CH:31]=[CH:32][CH:33]=3)[C:34]([NH2:35])=[N:21]2)[CH:17]=[CH:18][CH:19]=1. (3) Given the reactants [F:1][C:2]1[CH:7]=[CH:6][C:5](I)=[CH:4][C:3]=1[C@:9]1([CH2:20][F:21])[CH2:14][C@@H:13]([C:15]([F:18])([F:17])[F:16])[O:12][C:11]([NH2:19])=[N:10]1.C[Si]([C:26]#[C:27][C:28]1[CH:35]=[CH:34][C:31]([C:32]#[N:33])=[CH:30][N:29]=1)(C)C, predict the reaction product. The product is: [NH2:19][C:11]1[O:12][C@H:13]([C:15]([F:18])([F:17])[F:16])[CH2:14][C@:9]([C:3]2[CH:4]=[C:5]([C:26]#[C:27][C:28]3[CH:35]=[CH:34][C:31]([C:32]#[N:33])=[CH:30][N:29]=3)[CH:6]=[CH:7][C:2]=2[F:1])([CH2:20][F:21])[N:10]=1. (4) Given the reactants Cl.[NH2:2][CH2:3][CH:4]1[CH2:9][CH2:8][CH2:7][CH2:6][CH:5]1[OH:10].[CH3:11][C:12]([O:15][C:16](O[C:16]([O:15][C:12]([CH3:14])([CH3:13])[CH3:11])=[O:17])=[O:17])([CH3:14])[CH3:13].CCN(C(C)C)C(C)C, predict the reaction product. The product is: [C:12]([O:15][C:16](=[O:17])[NH:2][CH2:3][CH:4]1[CH2:9][CH2:8][CH2:7][CH2:6][CH:5]1[OH:10])([CH3:14])([CH3:13])[CH3:11]. (5) Given the reactants [CH2:1]([N:3]1[C:7]2=[N:8][C:9]([CH2:50][CH3:51])=[C:10]([CH2:19][NH:20][C:21]([C:23]3[CH:28]=[C:27]([CH3:29])[CH:26]=[C:25]([C:30]([NH:32][CH2:33][C:34]4[CH:35]=[C:36]([C:42]5[CH:47]=[CH:46][CH:45]=[C:44]([CH:48]=O)[CH:43]=5)[C:37]([O:40][CH3:41])=[CH:38][CH:39]=4)=[O:31])[CH:24]=3)=[O:22])[C:11]([NH:12][CH:13]3[CH2:18][CH2:17][O:16][CH2:15][CH2:14]3)=[C:6]2[CH:5]=[N:4]1)[CH3:2].[NH:52]1[CH2:57][CH2:56][NH:55][CH2:54][CH2:53]1.C(O)(=O)C, predict the reaction product. The product is: [CH2:1]([N:3]1[C:7]2=[N:8][C:9]([CH2:50][CH3:51])=[C:10]([CH2:19][NH:20][C:21]([C:23]3[CH:28]=[C:27]([CH3:29])[CH:26]=[C:25]([C:30]([NH:32][CH2:33][C:34]4[CH:35]=[C:36]([C:42]5[CH:47]=[CH:46][CH:45]=[C:44]([CH2:48][N:52]6[CH2:57][CH2:56][NH:55][CH2:54][CH2:53]6)[CH:43]=5)[C:37]([O:40][CH3:41])=[CH:38][CH:39]=4)=[O:31])[CH:24]=3)=[O:22])[C:11]([NH:12][CH:13]3[CH2:18][CH2:17][O:16][CH2:15][CH2:14]3)=[C:6]2[CH:5]=[N:4]1)[CH3:2].